From a dataset of Reaction yield outcomes from USPTO patents with 853,638 reactions. Predict the reaction yield, written as a fraction of the theoretical maximum amount of product (1.0 means a 100% yield; for example, 0.34 means a 34% yield). The reactants are [Cl:1][C:2]1[CH:18]=[CH:17][C:5]([O:6][C:7]2[CH:16]=[CH:15][C:10]([C:11]([O:13]C)=[O:12])=[CH:9][CH:8]=2)=[CH:4][C:3]=1[C:19]([F:22])([F:21])[F:20].[OH-].[Li+]. The catalyst is CO. The product is [Cl:1][C:2]1[CH:18]=[CH:17][C:5]([O:6][C:7]2[CH:8]=[CH:9][C:10]([C:11]([OH:13])=[O:12])=[CH:15][CH:16]=2)=[CH:4][C:3]=1[C:19]([F:20])([F:21])[F:22]. The yield is 0.550.